Dataset: Full USPTO retrosynthesis dataset with 1.9M reactions from patents (1976-2016). Task: Predict the reactants needed to synthesize the given product. Given the product [CH2:25]([O:24][C:22]([C:2]1[CH:15]=[CH:14][C:13]2[C:4](=[N:5][C:6]3[C:11]([N:12]=2)=[CH:10][C:9]([C:22]([O:24][CH2:25][CH3:26])=[CH2:23])=[CH:8][CH:7]=3)[CH:3]=1)=[CH2:23])[CH3:26], predict the reactants needed to synthesize it. The reactants are: Br[C:2]1[CH:15]=[CH:14][C:13]2[C:4](=[N:5][C:6]3[C:11]([N:12]=2)=[CH:10][C:9](Br)=[CH:8][CH:7]=3)[CH:3]=1.C([Sn](CCCC)(CCCC)[C:22]([O:24][CH2:25][CH3:26])=[CH2:23])CCC.